Dataset: TCR-epitope binding with 47,182 pairs between 192 epitopes and 23,139 TCRs. Task: Binary Classification. Given a T-cell receptor sequence (or CDR3 region) and an epitope sequence, predict whether binding occurs between them. (1) The epitope is GILGFVFTL. The TCR CDR3 sequence is CASSQQWEETQYF. Result: 1 (the TCR binds to the epitope). (2) The epitope is SEPVLKGVKL. The TCR CDR3 sequence is CSVDAGYNEQFF. Result: 1 (the TCR binds to the epitope).